From a dataset of Full USPTO retrosynthesis dataset with 1.9M reactions from patents (1976-2016). Predict the reactants needed to synthesize the given product. (1) Given the product [Cl:20][C:10]1[C:9]2[C:14](=[CH:15][CH:16]=[C:7]([C:5]3[O:6][C:2]([CH3:1])=[N:3][N:4]=3)[CH:8]=2)[N:13]=[CH:12][N:11]=1, predict the reactants needed to synthesize it. The reactants are: [CH3:1][C:2]1[O:6][C:5]([C:7]2[CH:8]=[C:9]3[C:14](=[CH:15][CH:16]=2)[N:13]=[CH:12][NH:11][C:10]3=O)=[N:4][N:3]=1.P(Cl)(Cl)([Cl:20])=O. (2) Given the product [CH:22]1([C:27]([NH:1][C:2]2[S:3][C:4]3[CH:10]=[C:9]([O:11][S:12]([C:15]4[CH:20]=[CH:19][C:18]([F:21])=[CH:17][CH:16]=4)(=[O:13])=[O:14])[CH:8]=[CH:7][C:5]=3[N:6]=2)=[O:28])[CH2:26][CH2:25][CH2:24][CH2:23]1, predict the reactants needed to synthesize it. The reactants are: [NH2:1][C:2]1[S:3][C:4]2[CH:10]=[C:9]([O:11][S:12]([C:15]3[CH:20]=[CH:19][C:18]([F:21])=[CH:17][CH:16]=3)(=[O:14])=[O:13])[CH:8]=[CH:7][C:5]=2[N:6]=1.[CH:22]1([C:27](O)=[O:28])[CH2:26][CH2:25][CH2:24][CH2:23]1.CN(C(ON1N=NC2C=CC=CC1=2)=[N+](C)C)C.F[P-](F)(F)(F)(F)F.C(NC(C)C)(C)C. (3) The reactants are: [NH2:1][C:2]1[C:7]2[C:8]([CH2:11][O:12][C:13]3[CH:18]=[CH:17][C:16]([Br:19])=[CH:15][CH:14]=3)=[CH:9][S:10][C:6]=2[C:5]([C:20](O)=[O:21])=[CH:4][N:3]=1.O.O[N:25]1[C:29]2C=CC=C[C:28]=2[N:27]=N1.[CH:34](N=C=NC(C)C)(C)[CH3:35].CN(C)C=O.O1CC[CH2:50][CH2:49]1. Given the product [CH2:34]([N:25]([CH2:49][CH3:50])[CH2:29][CH2:28][NH:27][C:20]([C:5]1[C:6]2[S:10][CH:9]=[C:8]([CH2:11][O:12][C:13]3[CH:18]=[CH:17][C:16]([Br:19])=[CH:15][CH:14]=3)[C:7]=2[C:2]([NH2:1])=[N:3][CH:4]=1)=[O:21])[CH3:35], predict the reactants needed to synthesize it. (4) Given the product [C:16]([O:15][C:13]([NH:1][C@@H:2]([CH3:5])[CH2:3][OH:4])=[O:14])([CH3:19])([CH3:18])[CH3:17], predict the reactants needed to synthesize it. The reactants are: [NH2:1][C@@H:2]([CH3:5])[CH2:3][OH:4].C(N(CC)CC)C.[C:13](O[C:13]([O:15][C:16]([CH3:19])([CH3:18])[CH3:17])=[O:14])([O:15][C:16]([CH3:19])([CH3:18])[CH3:17])=[O:14]. (5) Given the product [ClH:51].[ClH:51].[N:39]1([C:33]([C:2]2[CH:3]=[CH:4][C:5]([O:6][CH2:7][CH2:8][CH2:9][N:10]([CH2:24][C:25]3[CH:30]=[CH:29][N:28]=[CH:27][CH:26]=3)[CH2:11][CH2:12][N:13]3[CH:22]=[CH:21][C:20]4[C:15](=[CH:16][CH:17]=[CH:18][CH:19]=4)[C:14]3=[O:23])=[CH:31][CH:32]=2)=[O:36])[CH2:44][CH2:43][O:42][CH2:41][CH2:40]1, predict the reactants needed to synthesize it. The reactants are: Br[C:2]1[CH:32]=[CH:31][C:5]([O:6][CH2:7][CH2:8][CH2:9][N:10]([CH2:24][C:25]2[CH:30]=[CH:29][N:28]=[CH:27][CH:26]=2)[CH2:11][CH2:12][N:13]2[CH:22]=[CH:21][C:20]3[C:15](=[CH:16][CH:17]=[CH:18][CH:19]=3)[C:14]2=[O:23])=[CH:4][CH:3]=1.[C:33](=[O:36])([O-])[O-].[Na+].[Na+].[NH:39]1[CH2:44][CH2:43][O:42][CH2:41][CH2:40]1.C(OC(=O)C)C.[ClH:51].